Dataset: NCI-60 drug combinations with 297,098 pairs across 59 cell lines. Task: Regression. Given two drug SMILES strings and cell line genomic features, predict the synergy score measuring deviation from expected non-interaction effect. (1) Drug 1: CC(CN1CC(=O)NC(=O)C1)N2CC(=O)NC(=O)C2. Drug 2: CC1=C(C=C(C=C1)C(=O)NC2=CC(=CC(=C2)C(F)(F)F)N3C=C(N=C3)C)NC4=NC=CC(=N4)C5=CN=CC=C5. Cell line: UO-31. Synergy scores: CSS=7.57, Synergy_ZIP=-4.38, Synergy_Bliss=-3.43, Synergy_Loewe=-2.79, Synergy_HSA=-3.03. (2) Cell line: OVCAR-8. Synergy scores: CSS=34.0, Synergy_ZIP=1.37, Synergy_Bliss=-2.61, Synergy_Loewe=-27.1, Synergy_HSA=-3.05. Drug 1: C1CNP(=O)(OC1)N(CCCl)CCCl. Drug 2: CC1CCCC2(C(O2)CC(NC(=O)CC(C(C(=O)C(C1O)C)(C)C)O)C(=CC3=CSC(=N3)C)C)C. (3) Drug 1: CC1=C(C(=O)C2=C(C1=O)N3CC4C(C3(C2COC(=O)N)OC)N4)N. Drug 2: B(C(CC(C)C)NC(=O)C(CC1=CC=CC=C1)NC(=O)C2=NC=CN=C2)(O)O. Cell line: CCRF-CEM. Synergy scores: CSS=48.9, Synergy_ZIP=-2.81, Synergy_Bliss=-5.27, Synergy_Loewe=-13.5, Synergy_HSA=-5.77. (4) Drug 1: CC1C(C(CC(O1)OC2CC(CC3=C2C(=C4C(=C3O)C(=O)C5=C(C4=O)C(=CC=C5)OC)O)(C(=O)C)O)N)O.Cl. Drug 2: CNC(=O)C1=NC=CC(=C1)OC2=CC=C(C=C2)NC(=O)NC3=CC(=C(C=C3)Cl)C(F)(F)F. Cell line: SK-OV-3. Synergy scores: CSS=21.6, Synergy_ZIP=-8.61, Synergy_Bliss=-1.51, Synergy_Loewe=-9.03, Synergy_HSA=-0.00692.